This data is from Reaction yield outcomes from USPTO patents with 853,638 reactions. The task is: Predict the reaction yield, written as a fraction of the theoretical maximum amount of product (1.0 means a 100% yield; for example, 0.34 means a 34% yield). (1) The reactants are [CH3:1][CH:2]1[CH2:6][C:5]2=[C:7]([C:14]([O:16][CH3:17])=[O:15])[CH:8]=[CH:9][C:10]([N+:11]([O-])=O)=[C:4]2[O:3]1.[H][H]. The catalyst is CO.[Pd]. The product is [NH2:11][C:10]1[CH:9]=[CH:8][C:7]([C:14]([O:16][CH3:17])=[O:15])=[C:5]2[C:4]=1[O:3][CH:2]([CH3:1])[CH2:6]2. The yield is 0.910. (2) The reactants are [Br:1][C:2]1[CH:3]=[C:4]2[C:9]([NH:10][CH:11]3[CH2:16][CH2:15][NH:14][CH2:13][C:12]3([CH3:18])[CH3:17])=[C:8]([C:19]([NH2:21])=[O:20])[CH:7]=[N:6][N:5]2[CH:22]=1.CCN(C(C)C)C(C)C.[CH3:32][S:33](Cl)(=[O:35])=[O:34]. The catalyst is ClCCl. The product is [Br:1][C:2]1[CH:3]=[C:4]2[C:9]([NH:10][CH:11]3[CH2:16][CH2:15][N:14]([S:33]([CH3:32])(=[O:35])=[O:34])[CH2:13][C:12]3([CH3:18])[CH3:17])=[C:8]([C:19]([NH2:21])=[O:20])[CH:7]=[N:6][N:5]2[CH:22]=1. The yield is 0.940. (3) The reactants are [F:1][C:2]([F:39])([F:38])[C:3]1[CH:4]=[C:5]([CH:31]=[C:32]([C:34]([F:37])([F:36])[F:35])[CH:33]=1)[CH2:6][N:7]([CH2:14][C:15]1[C:16]([N:22]([CH2:25][CH:26]2[CH2:30][CH2:29][CH2:28][CH2:27]2)[CH2:23][CH3:24])=[N:17][CH:18]=[C:19](Br)[CH:20]=1)[C:8]1[N:9]=[N:10][N:11]([CH3:13])[N:12]=1.CCN(CC)CC.[CH3:47][O:48][C:49](=[O:52])[CH:50]=[CH2:51].C1(C)C=CC=CC=1P(C1C=CC=CC=1C)C1C=CC=CC=1C. The catalyst is CN(C=O)C.CC([O-])=O.CC([O-])=O.[Pd+2].O. The product is [CH3:47][O:48][C:49](=[O:52])/[CH:50]=[CH:51]/[C:19]1[CH:18]=[N:17][C:16]([N:22]([CH2:25][CH:26]2[CH2:30][CH2:29][CH2:28][CH2:27]2)[CH2:23][CH3:24])=[C:15]([CH2:14][N:7]([CH2:6][C:5]2[CH:4]=[C:3]([C:2]([F:39])([F:38])[F:1])[CH:33]=[C:32]([C:34]([F:37])([F:36])[F:35])[CH:31]=2)[C:8]2[N:9]=[N:10][N:11]([CH3:13])[N:12]=2)[CH:20]=1. The yield is 0.200.